Dataset: Full USPTO retrosynthesis dataset with 1.9M reactions from patents (1976-2016). Task: Predict the reactants needed to synthesize the given product. (1) Given the product [C:1]([C:5]1[CH:10]=[CH:9][C:8]([C:11]2[CH:12]=[N:13][NH:14][CH:15]=2)=[C:7]([CH:6]=1)[NH2:16])([CH3:4])([CH3:2])[CH3:3], predict the reactants needed to synthesize it. The reactants are: [C:1]([C:5]1[CH:10]=[CH:9][C:8]([C:11]2[CH:12]=[N:13][NH:14][CH:15]=2)=[C:7]([N+:16]([O-])=O)[CH:6]=1)([CH3:4])([CH3:3])[CH3:2]. (2) Given the product [Cl:32][C:26]1[C:25]2[C:29](=[CH:30][CH:31]=[C:23]([NH:22][C:2]3[C:11]4[C:6](=[CH:7][C:8]([O:20][CH3:21])=[CH:9][C:10]=4[O:12][CH:13]4[CH2:18][CH2:17][N:16]([CH3:19])[CH2:15][CH2:14]4)[N:5]=[CH:4][N:3]=3)[CH:24]=2)[NH:28][CH:27]=1, predict the reactants needed to synthesize it. The reactants are: Cl[C:2]1[C:11]2[C:6](=[CH:7][C:8]([O:20][CH3:21])=[CH:9][C:10]=2[O:12][CH:13]2[CH2:18][CH2:17][N:16]([CH3:19])[CH2:15][CH2:14]2)[N:5]=[CH:4][N:3]=1.[NH2:22][C:23]1[CH:24]=[C:25]2[C:29](=[CH:30][CH:31]=1)[NH:28][CH:27]=[C:26]2[Cl:32]. (3) Given the product [F:1][C:2]1[CH:9]=[CH:8][C:5]([CH2:6][NH:7][C:16]([C:18]2[CH:23]=[C:22]([C:24]3[N:28]=[N:27][NH:26][N:25]=3)[CH:21]=[C:20]([CH3:29])[N:19]=2)=[O:15])=[CH:4][CH:3]=1, predict the reactants needed to synthesize it. The reactants are: [F:1][C:2]1[CH:9]=[CH:8][C:5]([CH2:6][NH2:7])=[CH:4][CH:3]=1.[Al](C)(C)C.C[O:15][C:16]([C:18]1[CH:23]=[C:22]([C:24]2[N:25]=[N:26][NH:27][N:28]=2)[CH:21]=[C:20]([CH3:29])[N:19]=1)=O. (4) The reactants are: [NH2:1][C@@H:2]([C@@H:7]([O:18][Si:19]([C:22]([CH3:25])([CH3:24])[CH3:23])([CH3:21])[CH3:20])[C:8]1[CH:13]=[CH:12][C:11]([C:14]([F:17])([F:16])[F:15])=[CH:10][CH:9]=1)[C:3]([O:5][CH3:6])=[O:4].[C:26](O[C:26]([O:28][C:29]([CH3:32])([CH3:31])[CH3:30])=[O:27])([O:28][C:29]([CH3:32])([CH3:31])[CH3:30])=[O:27].O.C(=O)([O-])[O-].[Na+].[Na+]. Given the product [C:29]([O:28][C:26]([NH:1][C@@H:2]([C@@H:7]([O:18][Si:19]([C:22]([CH3:25])([CH3:24])[CH3:23])([CH3:21])[CH3:20])[C:8]1[CH:13]=[CH:12][C:11]([C:14]([F:16])([F:17])[F:15])=[CH:10][CH:9]=1)[C:3]([O:5][CH3:6])=[O:4])=[O:27])([CH3:32])([CH3:31])[CH3:30], predict the reactants needed to synthesize it. (5) Given the product [N:3]1([C:7]2[CH:8]=[CH:9][C:10]([N:13]3[CH:17]=[N:16][C:15]([C:18]4[CH:19]=[C:20]([CH:25]=[CH:26][CH:27]=4)[C:21]([O:23][CH3:24])=[O:22])=[N:14]3)=[CH:11][CH:12]=2)[CH2:2][CH2:6][CH2:5][CH2:4]1, predict the reactants needed to synthesize it. The reactants are: O=[C:2]1[CH2:6][CH2:5][CH2:4][N:3]1[C:7]1[CH:12]=[CH:11][C:10]([N:13]2[CH:17]=[N:16][C:15]([C:18]3[CH:19]=[C:20]([CH:25]=[CH:26][CH:27]=3)[C:21]([O:23][CH3:24])=[O:22])=[N:14]2)=[CH:9][CH:8]=1. (6) Given the product [Br:34][C:31]1[CH:32]=[CH:33][C:28]([C:26]2[N:40]=[C:22]([C:21]3[CH:35]=[CH:36][C:18]([O:17][CH2:10][CH2:11][CH2:12][CH2:13][CH2:14][CH2:15][CH3:16])=[CH:19][CH:20]=3)[O:24][CH:25]=2)=[CH:29][CH:30]=1, predict the reactants needed to synthesize it. The reactants are: B(F)(F)F.CCOCC.[CH2:10]([O:17][C:18]1[CH:36]=[CH:35][C:21]([C:22]([O:24][CH2:25][C:26]([C:28]2[CH:33]=[CH:32][C:31]([Br:34])=[CH:30][CH:29]=2)=O)=O)=[CH:20][CH:19]=1)[CH2:11][CH2:12][CH2:13][CH2:14][CH2:15][CH3:16].C([NH2:40])(=O)C.